Task: Regression. Given a peptide amino acid sequence and an MHC pseudo amino acid sequence, predict their binding affinity value. This is MHC class I binding data.. Dataset: Peptide-MHC class I binding affinity with 185,985 pairs from IEDB/IMGT (1) The peptide sequence is LSTTQWQVL. The MHC is Patr-B0101 with pseudo-sequence Patr-B0101. The binding affinity (normalized) is 0.311. (2) The peptide sequence is HTGERDWHL. The MHC is HLA-B35:03 with pseudo-sequence HLA-B35:03. The binding affinity (normalized) is 0. (3) The peptide sequence is FHIVNQESL. The MHC is HLA-B27:03 with pseudo-sequence HLA-B27:03. The binding affinity (normalized) is 0.0847. (4) The peptide sequence is MMATIGIALL. The MHC is HLA-A02:17 with pseudo-sequence HLA-A02:17. The binding affinity (normalized) is 0.471. (5) The peptide sequence is RLPAYAPLL. The MHC is HLA-C08:02 with pseudo-sequence HLA-C08:02. The binding affinity (normalized) is 0.241. (6) The peptide sequence is MLRKKQITV. The MHC is HLA-A80:01 with pseudo-sequence HLA-A80:01. The binding affinity (normalized) is 0.0847. (7) The peptide sequence is MALFQPANK. The MHC is HLA-A11:01 with pseudo-sequence HLA-A11:01. The binding affinity (normalized) is 0.642. (8) The peptide sequence is FVADYLARF. The MHC is HLA-C08:02 with pseudo-sequence HLA-C08:02. The binding affinity (normalized) is 0.267. (9) The peptide sequence is ASSSNYNTY. The MHC is HLA-A11:01 with pseudo-sequence HLA-A11:01. The binding affinity (normalized) is 0.493.